From a dataset of Forward reaction prediction with 1.9M reactions from USPTO patents (1976-2016). Predict the product of the given reaction. (1) Given the reactants [NH2:1][C:2]1[CH:7]=[CH:6][C:5]([Br:8])=[CH:4][C:3]=1[NH:9][C:10]1[CH:15]=[CH:14][N:13]=[C:12]([NH2:16])[N:11]=1.[CH:17]1([CH:20]=O)[CH2:19][CH2:18]1.OOS([O-])=O.[K+], predict the reaction product. The product is: [Br:8][C:5]1[CH:6]=[CH:7][C:2]2[N:1]=[C:20]([CH:17]3[CH2:19][CH2:18]3)[N:9]([C:10]3[CH:15]=[CH:14][N:13]=[C:12]([NH2:16])[N:11]=3)[C:3]=2[CH:4]=1. (2) The product is: [O:20]1[CH2:3][CH:2]1[CH2:1][O:4][CH:5]([C:9]1[CH:14]=[CH:13][CH:12]=[CH:11][CH:10]=1)[CH2:6][OH:7]. Given the reactants [CH2:1]([O:4][CH:5]([C:9]1[CH:14]=[CH:13][CH:12]=[CH:11][CH:10]=1)[C:6]([O-])=[O:7])[CH:2]=[CH2:3].ClC1C=C(C=CC=1)C(OO)=[O:20], predict the reaction product. (3) Given the reactants N[C:2]1[S:3][C:4]2[CH:10]=[CH:9][C:8]([C:11]([OH:16])([CH2:14][CH3:15])[CH2:12][CH3:13])=[CH:7][C:5]=2[N:6]=1.C(ON=O)(C)(C)C.[ClH:24], predict the reaction product. The product is: [Cl:24][C:2]1[S:3][C:4]2[CH:10]=[CH:9][C:8]([C:11]([OH:16])([CH2:14][CH3:15])[CH2:12][CH3:13])=[CH:7][C:5]=2[N:6]=1. (4) Given the reactants [NH2:1][C:2]1[CH:7]=[CH:6][C:5]([C:8]2[CH2:13][CH2:12][N:11](C(OC(C)(C)C)=O)[CH2:10][CH:9]=2)=[CH:4][C:3]=1[N+:21]([O-:23])=[O:22].FC(F)(F)C(O)=O, predict the reaction product. The product is: [N+:21]([C:3]1[CH:4]=[C:5]([C:8]2[CH2:13][CH2:12][NH:11][CH2:10][CH:9]=2)[CH:6]=[CH:7][C:2]=1[NH2:1])([O-:23])=[O:22]. (5) Given the reactants [Cl:1][C:2]1[CH:10]=[CH:9][C:5]([C:6]([OH:8])=O)=[CH:4][C:3]=1[O:11][CH3:12].C(N=C=NCCCN(C)C)C.O.ON1C2C=CC=CC=2N=N1.C(N(C(C)C)CC)(C)C.[C:44]1([C:50]2[CH:54]=[C:53]([CH2:55][N:56]3[CH2:61][CH2:60][CH:59]([CH2:62][NH2:63])[CH2:58][CH2:57]3)[O:52][N:51]=2)[CH:49]=[CH:48][CH:47]=[CH:46][CH:45]=1, predict the reaction product. The product is: [Cl:1][C:2]1[CH:10]=[CH:9][C:5]([C:6]([NH:63][CH2:62][CH:59]2[CH2:58][CH2:57][N:56]([CH2:55][C:53]3[O:52][N:51]=[C:50]([C:44]4[CH:49]=[CH:48][CH:47]=[CH:46][CH:45]=4)[CH:54]=3)[CH2:61][CH2:60]2)=[O:8])=[CH:4][C:3]=1[O:11][CH3:12]. (6) The product is: [CH:3]([C:14]1[NH:13][C:12]([CH3:11])=[C:16]([C:17]2[CH:25]=[CH:24][C:20]([C:21]([OH:23])=[O:22])=[CH:19][CH:18]=2)[C:15]=1[CH3:26])=[O:4]. Given the reactants CN(C)[CH:3]=[O:4].P(Cl)(Cl)(Cl)=O.[CH3:11][C:12]1[NH:13][CH:14]=[C:15]([CH3:26])[C:16]=1[C:17]1[CH:25]=[CH:24][C:20]([C:21]([OH:23])=[O:22])=[CH:19][CH:18]=1.[OH-].[K+], predict the reaction product.